From a dataset of Drug-target binding data from BindingDB using Ki measurements. Regression. Given a target protein amino acid sequence and a drug SMILES string, predict the binding affinity score between them. We predict pKi (pKi = -log10(Ki in M); higher means stronger inhibition). Dataset: bindingdb_ki. (1) The target protein sequence is MHHHHHHSSGVDLGTENLYFQSMSSVTASAAPGTASLVPDYWIDGSNRDALSDFFEVESELGRGATSIVYRCKQKGTQKPYALKVLKKTVDKKIVRTEIGVLLRLSHPNIIKLKEIFETPTEISLVLELVTGGELFDRIVEKGYYSERDAADAVKQILEAVAYLHENGIVHRDLKPENLLYATPAPDAPLKIADFGLSKIVEHQVLMKTVCGTPGYCAPEILRGCAYGPEVDMWSVGIITYILLCGFEPFYDERGDQFMFRRILNCEYYFISPWWDEVSLNAKDLVRKLIVLDPKKRLTTFQALQHPWVTGKAANFVHMDTAQKKLQEFNARRKLKAAVKAVVASSRLG. The pKi is 5.0. The drug is COc1ccc(Nc2cc(Sc3nc4cc(OC)ccc4[nH]3)ncn2)cc1. (2) The pKi is 5.0. The drug is NC[C@H]1CO[C@H](c2ccccc2)CO1. The target protein (Q60492) has sequence MQWAVGRRWLWVALFLAAVAVLTQIVWLWLGTQNFVFQREEIAQLARQYAGLDHELAFSKLIVELRRLHPVHVLPDEELQWVFVNAGGWMGAMCLLHASLSEYVLLFGTALGSPRHSGRYWAEISDTIISGTFHQWREGTTKSEVFYPGETVVHGPGEATAVEWGPNTWMVEYGRGVIPSTLGFALADTVFSTQDFLTLFYTLRVYARALQLELTTYLFGQDP. (3) The small molecule is CC(=O)N[C@@H](Cc1ccccc1)C(=O)N[C@@H](CCCC(NN)C(=O)O)C(=O)O. The target protein (O15228) has sequence MESSSSSNSYFSVGPTSPSAVVLLYSKELKKWDEFEDILEERRHVSDLKFAMKCYTPLVYKGITPCKPIDIKCSVLNSEEIHYVIKQLSKESLQSVDVLREEVSEILDEMSHKLRLGAIRFCAFTLSKVFKQIFSKVCVNEEGIQKLQRAIQEHPVVLLPSHRSYIDFLMLSFLLYNYDLPVPVIAAGMDFLGMKMVGELLRMSGAFFMRRTFGGNKLYWAVFSEYVKTMLRNGYAPVEFFLEGTRSRSAKTLTPKFGLLNIVMEPFFKREVFDTYLVPISISYDKILEETLYVYELLGVPKPKESTTGLLKARKILSENFGSIHVYFGDPVSLRSLAAGRMSRSSYNLVPRYIPQKQSEDMHAFVTEVAYKMELLQIENMVLSPWTLIVAVLLQNRPSMDFDALVEKTLWLKGLTQAFGGFLIWPDNKPAEEVVPASILLHSNIASLVKDQVILKVDSGDSEVVDGLMLQHITLLMCSAYRNQLLNIFVRPSLVAVALQ.... The pKi is 6.2. (4) The pKi is 5.5. The target protein (Q00961) has sequence MGGALGPALLLTSLLGAWARLGAGQGEQAVTVAVVFGSSGPLQTQARTRLTSQNFLDLPLEIQPLTVGVNNTNPSSILTQICGLLGAARVHGIVFEDNVDTEAVAQLLDFVSSQTHVPILSISGGSAVVLTPKEPGSAFLQLGVSLEQQLQVLFKVLEEYDWSAFAVITSLHPGHALFLEGVRAVADASYLSWRLLDVLTLELGPGGPRARTQRLLRQVDAPVLVAYCSREEAEVLFAEAAQAGLVGPGHVWLVPNLALGSTDAPPAAFPVGLISVVTESWRLSLRQKVRDGVAILALGAHSYRRQYGTLPAPAGDCRSHPGPVSPAREAFYRHLLNVTWEGRDFSFSPGGYLVRPTMVVIALNRHRLWEMVGRWDHGVLYMKYPVWPRYSTSLQPVVDSRHLTVATLEERPFVIVESPDPGTGGCVPNTVPCRRQSNHTFSSGDLTPYTKLCCKGFCIDILKKLAKVVKFSYDLYLVTNGKHGKRVRGVWNGMIGEVYY.... The compound is C[C@H]1CCC[C@@](c2ccccc2)(N2CCCCC2)C1. (5) The small molecule is N[C@@H](Cn1c(=O)[nH]c(=O)c2cocc21)C(=O)O. The target protein (P42260) has sequence MKIISPVLSNLVFSRSIKVLLCLLWIGYSQGTTHVLRFGGIFEYVESGPMGAEELAFRFAVNTINRNRTLLPNTTLTYDTQKINLYDSFEASKKACDQLSLGVAAIFGPSHSSSANAVQSICNALGVPHIQTRWKHQVSDNKDSFYVSLYPDFSSLSRAILDLVQFFKWKTVTVVYDDSTGLIRLQELIKAPSRYNLRLKIRQLPADTKDAKPLLKEMKRGKEFHVIFDCSHEMAAGILKQALAMGMMTEYYHYIFTTLDLFALDVEPYRYSGVNMTGFRILNTENTQVSSIIEKWSMERLQAPPKPDSGLLDGFMTTDAALMYDAVHVVSVAVQQFPQMTVSSLQCNRHKPWRFGTRFMSLIKEAHWEGLTGRITFNKTNGLRTDFDLDVISLKEEGLEKIGTWDPASGLNMTESQKGKPANITDSLSNRSLIVTTILEEPYVLFKKSDKPLYGNDRFEGYCIDLLRELSTILGFTYEIRLVEDGKYGAQDDVNGQWNG.... The pKi is 3.0. (6) The compound is CC(=O)c1ccc2c(c1)[C@H](NC(=O)c1ccsc1Cl)[C@@H](O)C(C)(C)O2. The target protein (P28565) has sequence MSLPNQSLEGLPQEASNRSLNATGAWDPEVLQALRISLVVVLSIITLATVLSNAFVLTTILLTKKLHTPANYLIGSLATTDLLVSILVMPISIAYTTTRTWNFGQILCDIWVSSDITCCTASILHLCVIALDRYWAITDALEYSKRRTAGHAAAMIAAVWAISICISIPPLFWRQATAHEEMSDCLVNTSQISYTIYSTCGAFYIPSILLIILYGRIYVAARSRILNPPSLYGKRFTTAQLITGSAGSSLCSLNPSLHESHTHTVGSPLFFNQVKIKLADSILERKRISAARERKATKTLGIILGAFIICWLPFFVVSLVLPICRDSCWIHPALFDFFTWLGYLNSLINPVIYTVFNEDFRQAFQRVVHFRKAS. The pKi is 7.8.